Dataset: Full USPTO retrosynthesis dataset with 1.9M reactions from patents (1976-2016). Task: Predict the reactants needed to synthesize the given product. (1) Given the product [C:34]1([N:40]2[CH2:45][CH2:44][N:43]([C:27]([NH:21][CH2:20][CH2:19][CH2:18][CH2:17][N:14]3[CH2:13][CH2:12][N:11]([C:2]4[CH:3]=[CH:4][C:5]5[C:10](=[CH:9][CH:8]=[CH:7][CH:6]=5)[N:1]=4)[CH2:16][CH2:15]3)=[O:28])[CH2:42][CH2:41]2)[CH:39]=[CH:38][CH:37]=[CH:36][CH:35]=1, predict the reactants needed to synthesize it. The reactants are: [N:1]1[C:10]2[C:5](=[CH:6][CH:7]=[CH:8][CH:9]=2)[CH:4]=[CH:3][C:2]=1[N:11]1[CH2:16][CH2:15][N:14]([CH2:17][CH2:18][CH2:19][CH2:20][NH2:21])[CH2:13][CH2:12]1.C1N=CN([C:27](N2C=NC=C2)=[O:28])C=1.[C:34]1([N:40]2[CH2:45][CH2:44][NH:43][CH2:42][CH2:41]2)[CH:39]=[CH:38][CH:37]=[CH:36][CH:35]=1. (2) Given the product [CH3:32][N:14]([C@H:10]1[CH2:11][CH2:12][CH2:13][NH:8][CH2:9]1)[C:15]1[N:20]=[CH:19][N:18]=[C:17]2[N:21]([CH2:24][O:25][CH2:26][CH2:27][Si:28]([CH3:29])([CH3:30])[CH3:31])[N:22]=[CH:23][C:16]=12, predict the reactants needed to synthesize it. The reactants are: C([N:8]1[CH2:13][CH2:12][CH2:11][C@H:10]([N:14]([CH3:32])[C:15]2[N:20]=[CH:19][N:18]=[C:17]3[N:21]([CH2:24][O:25][CH2:26][CH2:27][Si:28]([CH3:31])([CH3:30])[CH3:29])[N:22]=[CH:23][C:16]=23)[CH2:9]1)C1C=CC=CC=1.C([O-])=O.[NH4+]. (3) The reactants are: Cl.[N:2]1[CH:7]=[CH:6][CH:5]=[C:4]([CH2:8]Cl)[CH:3]=1.[CH2:10]([O:14][C:15]1[CH:20]=[CH:19][C:18]([S:21]([NH:24][C:25]2([C:31]([O:33]C)=O)[CH2:30][CH2:29][CH2:28][CH2:27][CH2:26]2)(=[O:23])=[O:22])=[CH:17][CH:16]=1)[C:11]#[C:12][CH3:13].[OH:35][NH:36]C(C1CCCCC1)=O. Given the product [CH2:10]([O:14][C:15]1[CH:20]=[CH:19][C:18]([S:21]([N:24]([CH2:8][C:4]2[CH:3]=[N:2][CH:7]=[CH:6][CH:5]=2)[C:25]2([C:31]([NH:36][OH:35])=[O:33])[CH2:30][CH2:29][CH2:28][CH2:27][CH2:26]2)(=[O:23])=[O:22])=[CH:17][CH:16]=1)[C:11]#[C:12][CH3:13], predict the reactants needed to synthesize it. (4) Given the product [OH:15][C:14]1[C:13]2[CH:12]=[CH:11][NH:10][C:9](=[O:16])[C:8]=2[CH:7]=[N:6][C:5]=1[C:3]([NH:17][CH2:18][CH2:19][C:20]([OH:22])=[O:21])=[O:4], predict the reactants needed to synthesize it. The reactants are: CO[C:3]([C:5]1[N:6]=[CH:7][C:8]2[C:9](=[O:16])[NH:10][CH:11]=[CH:12][C:13]=2[C:14]=1[OH:15])=[O:4].[NH2:17][CH2:18][CH2:19][C:20]([OH:22])=[O:21].C[O-].[Na+].